From a dataset of Forward reaction prediction with 1.9M reactions from USPTO patents (1976-2016). Predict the product of the given reaction. (1) Given the reactants [CH3:1][S:2][CH2:3][C:4]1[CH:5]=[CH:6][CH:7]=[C:8]2[C:12]=1[NH:11][CH:10]=[C:9]2[CH:13]([C:18]1[CH:23]=[CH:22][C:21]([C:24]([F:27])([F:26])[F:25])=[CH:20][CH:19]=1)[CH2:14][CH2:15][C:16]#[N:17].ClC1C=CC=C(C(OO)=[O:36])C=1, predict the reaction product. The product is: [CH3:1][S:2]([CH2:3][C:4]1[CH:5]=[CH:6][CH:7]=[C:8]2[C:12]=1[NH:11][CH:10]=[C:9]2[CH:13]([C:18]1[CH:19]=[CH:20][C:21]([C:24]([F:26])([F:27])[F:25])=[CH:22][CH:23]=1)[CH2:14][CH2:15][C:16]#[N:17])=[O:36]. (2) Given the reactants C(S[C:4]1[N:5]=[C:6]([C:23]([F:26])([F:25])[F:24])[S:7][C:8]=1[C:9]1[N:21]([CH3:22])[C:12]2[CH:13]=[N:14][C:15]([C:17]([F:20])([F:19])[F:18])=[CH:16][C:11]=2[N:10]=1)C.[CH:27]1C=C(Cl)C=C(C(OO)=O)[CH:28]=1.[S:38]([O-:41])([O-])=[O:39].[Na+].[Na+], predict the reaction product. The product is: [CH2:27]([S:38]([C:4]1[N:5]=[C:6]([C:23]([F:25])([F:26])[F:24])[S:7][C:8]=1[C:9]1[N:21]([CH3:22])[C:12]2[CH:13]=[N:14][C:15]([C:17]([F:19])([F:20])[F:18])=[CH:16][C:11]=2[N:10]=1)(=[O:41])=[O:39])[CH3:28]. (3) Given the reactants [Cl:1][C:2]1[C:7]([N+:8]([O-:10])=[O:9])=[C:6](Cl)[CH:5]=[C:4]([CH3:12])[N:3]=1.[CH2:13]([CH:15]([NH2:18])[CH2:16][CH3:17])[CH3:14], predict the reaction product. The product is: [Cl:1][C:2]1[C:7]([N+:8]([O-:10])=[O:9])=[C:6]([NH:18][CH:15]([CH2:16][CH3:17])[CH2:13][CH3:14])[CH:5]=[C:4]([CH3:12])[N:3]=1. (4) Given the reactants [Br:1][CH2:2][CH2:3][NH:4][S:5]([C:7]([CH3:10])([CH3:9])[CH3:8])=[O:6].C1C=C(Cl)C=C(C(OO)=[O:19])C=1, predict the reaction product. The product is: [Br:1][CH2:2][CH2:3][NH:4][S:5]([C:7]([CH3:10])([CH3:9])[CH3:8])(=[O:19])=[O:6]. (5) Given the reactants [Br:1][C:2]1[CH:3]=[C:4]2[NH:10][CH2:9][C:8]3([CH2:15][CH2:14][O:13][CH2:12][CH2:11]3)[C:5]2=[N:6][CH:7]=1.Cl[C:17]1[C:26]2[C:21](=[CH:22][C:23]([F:27])=[CH:24][CH:25]=2)[N:20]=[C:19]([C:28]2[CH:33]=[CH:32][CH:31]=[CH:30][N:29]=2)[C:18]=1[CH3:34].Cl.O1CCOCC1, predict the reaction product. The product is: [Br:1][C:2]1[CH:3]=[C:4]2[N:10]([C:17]3[C:26]4[C:21](=[CH:22][C:23]([F:27])=[CH:24][CH:25]=4)[N:20]=[C:19]([C:28]4[CH:33]=[CH:32][CH:31]=[CH:30][N:29]=4)[C:18]=3[CH3:34])[CH2:9][C:8]3([CH2:15][CH2:14][O:13][CH2:12][CH2:11]3)[C:5]2=[N:6][CH:7]=1. (6) The product is: [O:24]=[C:22]1[O:21][CH2:20][C:19]([N:3]2[CH:4]=[CH:5][C:6]3([CH2:7][CH2:8][NH:9][CH2:10][CH2:11]3)[C:2]2=[O:1])=[CH:23]1. Given the reactants [O:1]=[C:2]1[C:6]2([CH2:11][CH2:10][N:9](C(OC(C)(C)C)=O)[CH2:8][CH2:7]2)[CH:5]=[CH:4][N:3]1[C:19]1[CH2:20][O:21][C:22](=[O:24])[CH:23]=1.FC(F)(F)C(O)=O, predict the reaction product. (7) The product is: [Br:15][C:13]1[CH:14]=[C:9]([NH:8][S:3]([N:2]([CH3:7])[CH3:1])(=[O:5])=[O:4])[CH:10]=[N:11][CH:12]=1. Given the reactants [CH3:1][N:2]([CH3:7])[S:3](Cl)(=[O:5])=[O:4].[NH2:8][C:9]1[CH:10]=[N:11][CH:12]=[C:13]([Br:15])[CH:14]=1.N1C=CC=CC=1, predict the reaction product.